Dataset: Forward reaction prediction with 1.9M reactions from USPTO patents (1976-2016). Task: Predict the product of the given reaction. (1) Given the reactants [C:1]([C:3]1[CH:8]=[CH:7][C:6]([OH:9])=[CH:5][CH:4]=1)#[N:2].[OH:10][C:11]1[CH:12]=[C:13]([CH:18]=[CH:19][CH:20]=1)[C:14](OC)=O.[NH3:21], predict the reaction product. The product is: [NH2:21][C:1]1[CH:3]=[CH:14][C:13]2[C:12](=[C:11]([O:10][CH:5]([CH3:4])[CH2:6][CH2:7][CH2:8][O:9][C:6]3[CH:7]=[CH:8][C:3]([C:1]#[N:2])=[CH:4][CH:5]=3)[CH:20]=[CH:19][CH:18]=2)[N:2]=1. (2) Given the reactants O1CCOCC1.Cl[C:8]1[N:16]=[C:15]2[C:11]([N:12]=[CH:13][N:14]2[CH2:17][C:18]([F:21])([F:20])[F:19])=[C:10]([N:22]2[CH2:27][CH2:26][O:25][CH2:24][C@@H:23]2[CH3:28])[N:9]=1.CC1(C)C(C)(C)OB([C:37]2[CH:38]=[N:39][C:40]([NH2:43])=[N:41][CH:42]=2)O1.C(=O)([O-])[O-].[Na+].[Na+], predict the reaction product. The product is: [CH3:28][C@H:23]1[CH2:24][O:25][CH2:26][CH2:27][N:22]1[C:10]1[N:9]=[C:8]([C:37]2[CH:38]=[N:39][C:40]([NH2:43])=[N:41][CH:42]=2)[N:16]=[C:15]2[C:11]=1[N:12]=[CH:13][N:14]2[CH2:17][C:18]([F:21])([F:20])[F:19]. (3) Given the reactants Cl[C:2]1[N:7]=[CH:6][C:5]([C:8]([C:10]2[CH:26]=[CH:25][C:24]([O:27][CH3:28])=[CH:23][C:11]=2[O:12][C:13]([CH3:22])([CH3:21])[C:14]([O:16][C:17]([CH3:20])([CH3:19])[CH3:18])=[O:15])=[O:9])=[CH:4][CH:3]=1.[CH2:29]([OH:36])[C:30]1[CH:35]=[CH:34][CH:33]=[CH:32][CH:31]=1.[H-].[Na+].[Cl-].[NH4+], predict the reaction product. The product is: [CH2:29]([O:36][C:2]1[N:7]=[CH:6][C:5]([C:8]([C:10]2[CH:26]=[CH:25][C:24]([O:27][CH3:28])=[CH:23][C:11]=2[O:12][C:13]([CH3:22])([CH3:21])[C:14]([O:16][C:17]([CH3:20])([CH3:19])[CH3:18])=[O:15])=[O:9])=[CH:4][CH:3]=1)[C:30]1[CH:35]=[CH:34][CH:33]=[CH:32][CH:31]=1.